Dataset: Peptide-MHC class I binding affinity with 185,985 pairs from IEDB/IMGT. Task: Regression. Given a peptide amino acid sequence and an MHC pseudo amino acid sequence, predict their binding affinity value. This is MHC class I binding data. (1) The peptide sequence is HSSVAGGLW. The MHC is HLA-B15:17 with pseudo-sequence HLA-B15:17. The binding affinity (normalized) is 0.954. (2) The peptide sequence is AEFKYIAAV. The MHC is Patr-A0901 with pseudo-sequence Patr-A0901. The binding affinity (normalized) is 0.222.